From a dataset of Forward reaction prediction with 1.9M reactions from USPTO patents (1976-2016). Predict the product of the given reaction. (1) Given the reactants [C:1]([C:5]1[N:9]([CH2:10][CH:11]2[CH2:16][CH2:15][CH2:14][CH2:13][CH2:12]2)[C:8]2[CH:17]=[CH:18][C:19]([NH:21][S:22]([C:25]3[CH:30]=[CH:29][CH:28]=[CH:27][CH:26]=3)(=[O:24])=[O:23])=[CH:20][C:7]=2[N:6]=1)([CH3:4])([CH3:3])[CH3:2].[H-].[Na+].I[CH2:34][CH3:35].C(O)(C(F)(F)F)=O, predict the reaction product. The product is: [C:1]([C:5]1[N:9]([CH2:10][CH:11]2[CH2:16][CH2:15][CH2:14][CH2:13][CH2:12]2)[C:8]2[CH:17]=[CH:18][C:19]([N:21]([CH2:34][CH3:35])[S:22]([C:25]3[CH:30]=[CH:29][CH:28]=[CH:27][CH:26]=3)(=[O:24])=[O:23])=[CH:20][C:7]=2[N:6]=1)([CH3:4])([CH3:2])[CH3:3]. (2) Given the reactants [Cl:1][C:2]1[N:3]=[N:4][C:5](Cl)=[CH:6][CH:7]=1.[CH3:9][S:10]([NH:13][C:14]1[CH:19]=[CH:18][C:17](B(O)O)=[CH:16][CH:15]=1)(=[O:12])=[O:11].C([O-])([O-])=O.[Na+].[Na+].COCCOC, predict the reaction product. The product is: [Cl:1][C:2]1[N:3]=[N:4][C:5]([C:17]2[CH:16]=[CH:15][C:14]([NH:13][S:10]([CH3:9])(=[O:11])=[O:12])=[CH:19][CH:18]=2)=[CH:6][CH:7]=1. (3) Given the reactants [NH:1]([C:3](=[O:10])[CH2:4][C:5]([O:7][CH2:8][CH3:9])=[O:6])[NH2:2].[CH2:11]([O:13][C:14](=[O:22])[C:15](=O)[CH2:16][C:17]([CH3:20])([CH3:19])[CH3:18])[CH3:12], predict the reaction product. The product is: [CH2:11]([O:13][C:14](=[O:22])[C:15](=[N:2][NH:1][C:3](=[O:10])[CH2:4][C:5]([O:7][CH2:8][CH3:9])=[O:6])[CH2:16][C:17]([CH3:20])([CH3:19])[CH3:18])[CH3:12]. (4) The product is: [CH3:10][O:9][C@H:7]1[O:8][C@H:3]([CH2:2][OH:34])[C@@H:4]([OH:33])[C@H:5]([OH:32])[C@H:6]1[OH:45]. Given the reactants C[C@@H:2]([OH:34])[C@H:3]1[O:8][C@H:7]([O:9][C@H:10]2[C@H](O)[C@@H](O[C@H]3OC[C@@](O)(C)[C@H](NC)[C@H]3O)[C@H](N)C[C@@H]2N)[C@H:6](N)[C@@H:5]([OH:32])[C@@H:4]1[OH:33].[Cl-].[Na+].[Cl-].[K+].[Cl-].[Ca+2].[Cl-].[Cl-].[Mg+2].[Cl-].[OH:45]CCN1CCN(CCS(O)(=O)=O)CC1.C(O)C(N)(CO)CO.ClCl, predict the reaction product.